From a dataset of NCI-60 drug combinations with 297,098 pairs across 59 cell lines. Regression. Given two drug SMILES strings and cell line genomic features, predict the synergy score measuring deviation from expected non-interaction effect. (1) Drug 1: CC(C1=C(C=CC(=C1Cl)F)Cl)OC2=C(N=CC(=C2)C3=CN(N=C3)C4CCNCC4)N. Drug 2: CN1C2=C(C=C(C=C2)N(CCCl)CCCl)N=C1CCCC(=O)O.Cl. Cell line: HCT116. Synergy scores: CSS=23.8, Synergy_ZIP=-4.11, Synergy_Bliss=2.34, Synergy_Loewe=-14.2, Synergy_HSA=-0.342. (2) Drug 1: COC1=CC(=CC(=C1O)OC)C2C3C(COC3=O)C(C4=CC5=C(C=C24)OCO5)OC6C(C(C7C(O6)COC(O7)C8=CC=CS8)O)O. Drug 2: C1CN(P(=O)(OC1)NCCCl)CCCl. Cell line: HS 578T. Synergy scores: CSS=8.86, Synergy_ZIP=-6.79, Synergy_Bliss=-4.60, Synergy_Loewe=-22.5, Synergy_HSA=-5.06. (3) Drug 1: CCC1(CC2CC(C3=C(CCN(C2)C1)C4=CC=CC=C4N3)(C5=C(C=C6C(=C5)C78CCN9C7C(C=CC9)(C(C(C8N6C)(C(=O)OC)O)OC(=O)C)CC)OC)C(=O)OC)O.OS(=O)(=O)O. Drug 2: CCCCC(=O)OCC(=O)C1(CC(C2=C(C1)C(=C3C(=C2O)C(=O)C4=C(C3=O)C=CC=C4OC)O)OC5CC(C(C(O5)C)O)NC(=O)C(F)(F)F)O. Cell line: HCT116. Synergy scores: CSS=40.7, Synergy_ZIP=4.57, Synergy_Bliss=9.58, Synergy_Loewe=4.73, Synergy_HSA=5.69.